The task is: Binary Classification. Given a miRNA mature sequence and a target amino acid sequence, predict their likelihood of interaction.. This data is from Experimentally validated miRNA-target interactions with 360,000+ pairs, plus equal number of negative samples. (1) The miRNA is hsa-miR-5695 with sequence ACUCCAAGAAGAAUCUAGACAG. The protein sequence of the target gene is MYRVPEFYARRKRLGGQTPYLMDQLGLRLGMWYWKDETRTLEFRRFAAEDSVQWLLKHHPHFTPAAEVKEKGKKGKAVHFAETDGPASDRLTDKRLAAKDDKSAKAVEKRGQQGTITLDDVKFVTLLLLQDTEMQRICSFTTFMRNKNLDNFLMALLYYLSHYLEKNSLEKKPKSYMVGLVEKKEMELVLSELEAAQRYLAQKYCILVLGLAVPDKHHMCCGKEKISDTQKDWKFFESFYTFCTYVAWIVFRRQHLTEIEEEVGRLFRTNMFNIPRRRREDEESGGEKKRMTFVQFRRMM.... Result: 0 (no interaction). (2) The miRNA is hsa-miR-3922-3p with sequence UCUGGCCUUGACUUGACUCUUU. The protein sequence of the target gene is MELAQEARELGCWAVEEMGVPVAARAPESTLRRLCLGQGADIWAYILQHVHSQRTVKKIRGNLLWYGHQDSPQVRRKLELEAAVTRLRAEIQELDQSLELMERDTEAQDTAMEQARQHTQDTQRRALLLRAQAGAMRRQQHTLRDPMQRLQNQLRRLQDMERKAKVDVTFGSLTSAALGLEPVVLRDVRTACTLRAQFLQNLLLPQAKRGSLPTPHDDHFGTSYQQWLSSVETLLTNHPPGHVLAALEHLAAEREAEIRSLCSGDGLGDTEISRPQAPDQSDSSQTLPSMVHLIQEGWRT.... Result: 1 (interaction). (3) The miRNA is hsa-miR-135a-3p with sequence UAUAGGGAUUGGAGCCGUGGCG. The protein sequence of the target gene is MEKPPSPPPPPRAQTSPGLGKVGVLPNRRLGAVRGGLMSSPPGRRARLASPGTSRPSSEAREELRRRLRDLIEGNRVMIFSKSYCPHSTRVKELFSSLGVVYNILELDQVDDGASVQEVLTEISNQKTVPNIFVNKVHVGGCDRTFQAHQNGLLQKLLQDDSAHDYDLIIIGGGSGGLSCAKEAANLGKKVMVLDFVVPSPQGTTWGLGGTCVNVGCIPKKLMHQAALLGHALQDAKKYGWEYNQQVKHNWEAMTEAIQSHIGSLNWGYRVTLREKGVTYVNSFGEFVDLHKIKATNKKG.... Result: 0 (no interaction). (4) The miRNA is hsa-miR-6506-3p with sequence UCGUAUCAGAGAUUCCAGACAC. The protein sequence of the target gene is MAQGSHQIDFQVLHDLRQKFPEVPEVVVSRCMLQNNNNLDACCAVLSQESTRYLYGEGDLNFSDESGISGLRNHMTSLNLDLQSQNVYHHGREGSRVNGSRTLTHSVSDGQLHGGQSNNELFQQEPQTAPAQVPQGFNVFGMPSTSGASNSTPHLGFHLGSKGTSNLSQQTPRFNPIMVTLAPNIQTGRSTPTSLHIHGVPPPVLNSPQGNSIYIRPYITTPSGTARQTQQHSGWVSQFNPMNPQQAYQPSQPGPWTTYPASNPLPHTSTQQPNQQGHQTSHVYMPISSPTTPQPPTIHS.... Result: 0 (no interaction). (5) The miRNA is mmu-miR-295-3p with sequence AAAGUGCUACUACUUUUGAGUCU. The protein sequence of the target gene is MAKRRAAEPLTFRVPWKRLLLSDFPEEPPLWVPPSGTARPLKRQGDAGIMAEPASAPRKRRGGGDDRQELQGCSREPGEPPPGEQEEPRAAGGGDRVESAGSPQVADGVHSQQPEEFWQYNTFQYWRNPLPPLDLAALEDVSANSLTETLEDKNEGVEIDMES. Result: 0 (no interaction). (6) The miRNA is hsa-miR-5010-5p with sequence AGGGGGAUGGCAGAGCAAAAUU. The protein sequence of the target gene is MAKKTYDLLFKLLLIGDSGVGKTCVLFRFSDDAFNTTFISTIGIDFKIKTVELQGKKIKLQIWDTAGQERFHTITTSYYRGAMGIMLVYDITNGKSFENISKWLRNIDEHANEDVERMLLGNKCDMDDKRVVPKGKGEQIAREHGIRFFETSAKANINIEKAFLTLAEDILRKTPVKEPNSENVDISSGGGVTGWKSKCC. Result: 0 (no interaction). (7) The miRNA is hsa-miR-4749-3p with sequence CGCCCCUCCUGCCCCCACAG. The protein sequence of the target gene is MNPALGNQTDVAGLFLANSSEALERAVRCCTQASVVTDDGFAEGGPDERSLYIMRVVQIAVMCVLSLTVVFGIFFLGCNLLIKSEGMINFLVKDRRPSKEVEAVVVGPY. Result: 1 (interaction). (8) The protein sequence of the target gene is MAPPPPPVLPVLLLLAAAAALPAMGLRAAAWEPRVPGGTRAFALRPGCTYAVGAACTPRAPRELLDVGRDGRLAGRRRVSGAGRPLPLQVRLVARSAPTALSRRLRARTHLPGCGARARLCGTGARLCGALCFPVPGGCAAAQHSALAAPTTLPACRCPPRPRPRCPGRPICLPPGGSVRLRLLCALRRAAGAVRVGLALEAATAGTPSASPSPSPPLPPNLPEARAGPARRARRGTSGRGSLKFPMPNYQVALFENEPAGTLILQLHAHYTIEGEEERVSYYMEGLFDERSRGYFRIDS.... The miRNA is hsa-miR-4272 with sequence CAUUCAACUAGUGAUUGU. Result: 0 (no interaction).